This data is from Reaction yield outcomes from USPTO patents with 853,638 reactions. The task is: Predict the reaction yield, written as a fraction of the theoretical maximum amount of product (1.0 means a 100% yield; for example, 0.34 means a 34% yield). The reactants are I[C:2]1[C:10]2[CH:9]=[N:8][CH:7]=[N:6][C:5]=2[N:4]([Si:11]([CH:18]([CH3:20])[CH3:19])([CH:15]([CH3:17])[CH3:16])[CH:12]([CH3:14])[CH3:13])[CH:3]=1.C([Mg]Cl)(C)C.[C:26]([O:30][C:31](=[O:51])[N:32]([C:42]1[CH:47]=[CH:46][C:45]([CH:48]=[O:49])=[C:44]([F:50])[N:43]=1)[CH2:33][C:34]1[CH:39]=[CH:38][C:37]([O:40][CH3:41])=[CH:36][CH:35]=1)([CH3:29])([CH3:28])[CH3:27]. The catalyst is O1CCCC1. The product is [C:26]([O:30][C:31](=[O:51])[N:32]([C:42]1[CH:47]=[CH:46][C:45]([CH:48]([OH:49])[C:2]2[C:10]3[CH:9]=[N:8][CH:7]=[N:6][C:5]=3[N:4]([Si:11]([CH:18]([CH3:20])[CH3:19])([CH:15]([CH3:17])[CH3:16])[CH:12]([CH3:14])[CH3:13])[CH:3]=2)=[C:44]([F:50])[N:43]=1)[CH2:33][C:34]1[CH:35]=[CH:36][C:37]([O:40][CH3:41])=[CH:38][CH:39]=1)([CH3:29])([CH3:27])[CH3:28]. The yield is 0.850.